From a dataset of Reaction yield outcomes from USPTO patents with 853,638 reactions. Predict the reaction yield, written as a fraction of the theoretical maximum amount of product (1.0 means a 100% yield; for example, 0.34 means a 34% yield). (1) The reactants are [CH3:1][O:2][C:3]1[C:11]([S:12]([CH3:14])=[O:13])=[C:10]([C:15]([F:18])([F:17])[F:16])[CH:9]=[CH:8][C:4]=1[C:5]([OH:7])=O.[OH:19][C:20]1[N:21]([CH3:25])[N:22]=[CH:23][CH:24]=1.N1C=CC=CC=1.S(Cl)(Cl)=O. The catalyst is C(OCC)(=O)C.CCCCCCC.O. The product is [OH:19][C:20]1[N:21]([CH3:25])[N:22]=[CH:23][C:24]=1[C:5]([C:4]1[CH:8]=[CH:9][C:10]([C:15]([F:18])([F:17])[F:16])=[C:11]([S:12]([CH3:14])=[O:13])[C:3]=1[O:2][CH3:1])=[O:7]. The yield is 0.840. (2) The reactants are [F:1][C:2]([F:31])([F:30])[C:3]1[CH:4]=[C:5]([CH:23]=[C:24]([C:26]([F:29])([F:28])[F:27])[CH:25]=1)[CH2:6][N:7]([CH2:10][C:11]1[CH:12]=[C:13]2[C:20]([CH3:21])=[N:19][N:18]([CH3:22])[C:14]2=[N:15][C:16]=1[Cl:17])[C:8]#[N:9].[N-:32]=[N+:33]=[N-:34].[Na+].Cl.C(OCC)(=O)C. The catalyst is O.[Br-].[Zn+2].[Br-]. The product is [F:31][C:2]([F:1])([F:30])[C:3]1[CH:4]=[C:5]([CH:23]=[C:24]([C:26]([F:28])([F:27])[F:29])[CH:25]=1)[CH2:6][N:7]([CH2:10][C:11]1[CH:12]=[C:13]2[C:20]([CH3:21])=[N:19][N:18]([CH3:22])[C:14]2=[N:15][C:16]=1[Cl:17])[C:8]1[N:32]=[N:33][NH:34][N:9]=1. The yield is 0.900. (3) The reactants are [C:1]([O:5][C:6]([N:8]1[CH2:14][CH2:13][C:12]2[C:15]([SH:20])=[C:16]([Cl:19])[CH:17]=[CH:18][C:11]=2[CH2:10][CH2:9]1)=[O:7])([CH3:4])([CH3:3])[CH3:2].C(N(CC)CC)C.FC(F)(F)S(O[CH2:34][C:35]([F:43])([F:42])[C:36]1[CH:41]=[CH:40][CH:39]=[CH:38][CH:37]=1)(=O)=O.O. The catalyst is CS(C)=O. The product is [C:1]([O:5][C:6]([N:8]1[CH2:14][CH2:13][C:12]2[C:15]([S:20][CH2:34][C:35]([F:43])([F:42])[C:36]3[CH:41]=[CH:40][CH:39]=[CH:38][CH:37]=3)=[C:16]([Cl:19])[CH:17]=[CH:18][C:11]=2[CH2:10][CH2:9]1)=[O:7])([CH3:4])([CH3:2])[CH3:3]. The yield is 0.560.